Dataset: Full USPTO retrosynthesis dataset with 1.9M reactions from patents (1976-2016). Task: Predict the reactants needed to synthesize the given product. (1) Given the product [C:29]([O:28][CH2:14][CH2:15][CH2:16][CH2:17][CH2:18][CH2:19][CH2:20][CH2:21]/[CH:22]=[CH:23]\[CH:24]=[CH:25]/[CH2:26][CH3:27])(=[O:31])[CH3:30], predict the reactants needed to synthesize it. The reactants are: N1C=CC=CC=1.C1(C)C=CC=CC=1.[CH2:14]([OH:28])[CH2:15][CH2:16][CH2:17][CH2:18][CH2:19][CH2:20][CH2:21]/[CH:22]=[CH:23]\[CH:24]=[CH:25]/[CH2:26][CH3:27].[C:29](OC(=O)C)(=[O:31])[CH3:30]. (2) The reactants are: [Cl:1][CH2:2][CH2:3][O:4][C:5]1[CH:6]=[C:7]([F:27])[CH:8]=[C:9]2[C:13]=1[NH:12][N:11]=[C:10]2[S:14]([C:17]1[C:26]2[C:21](=[CH:22][CH:23]=[CH:24][CH:25]=2)[CH:20]=[CH:19][CH:18]=1)(=[O:16])=[O:15].[Cl:28][C:29]1[CH:30]=[C:31]([CH:34]=[CH:35][CH:36]=1)[CH2:32]Br.C(=O)([O-])[O-].[Cs+].[Cs+]. Given the product [Cl:28][C:29]1[CH:30]=[C:31]([CH:34]=[CH:35][CH:36]=1)[CH2:32][N:12]1[C:13]2[C:9](=[CH:8][C:7]([F:27])=[CH:6][C:5]=2[O:4][CH2:3][CH2:2][Cl:1])[C:10]([S:14]([C:17]2[C:26]3[C:21](=[CH:22][CH:23]=[CH:24][CH:25]=3)[CH:20]=[CH:19][CH:18]=2)(=[O:16])=[O:15])=[N:11]1, predict the reactants needed to synthesize it. (3) Given the product [NH2:14][C:15]1[C:16]([C:17]#[N:18])=[C:19]([CH:20]=[CH:21][CH:22]=1)[O:1][CH:2]1[CH2:3][CH2:4][CH:5]([NH:8][C:9](=[O:13])[CH:10]([CH3:11])[CH3:12])[CH2:6][CH2:7]1, predict the reactants needed to synthesize it. The reactants are: [OH:1][CH:2]1[CH2:7][CH2:6][CH:5]([NH:8][C:9](=[O:13])[CH:10]([CH3:12])[CH3:11])[CH2:4][CH2:3]1.[NH2:14][C:15]1[CH:22]=[CH:21][CH:20]=[C:19](F)[C:16]=1[C:17]#[N:18].